This data is from NCI-60 drug combinations with 297,098 pairs across 59 cell lines. The task is: Regression. Given two drug SMILES strings and cell line genomic features, predict the synergy score measuring deviation from expected non-interaction effect. (1) Synergy scores: CSS=31.0, Synergy_ZIP=6.84, Synergy_Bliss=4.54, Synergy_Loewe=-32.7, Synergy_HSA=-7.46. Cell line: CAKI-1. Drug 1: CC1=C(C=C(C=C1)C(=O)NC2=CC(=CC(=C2)C(F)(F)F)N3C=C(N=C3)C)NC4=NC=CC(=N4)C5=CN=CC=C5. Drug 2: CC1=C(C(=O)C2=C(C1=O)N3CC4C(C3(C2COC(=O)N)OC)N4)N. (2) Drug 1: C1C(C(OC1N2C=C(C(=O)NC2=O)F)CO)O. Drug 2: CC1C(C(CC(O1)OC2CC(OC(C2O)C)OC3=CC4=CC5=C(C(=O)C(C(C5)C(C(=O)C(C(C)O)O)OC)OC6CC(C(C(O6)C)O)OC7CC(C(C(O7)C)O)OC8CC(C(C(O8)C)O)(C)O)C(=C4C(=C3C)O)O)O)O. Cell line: HCT-15. Synergy scores: CSS=38.2, Synergy_ZIP=-8.32, Synergy_Bliss=-5.57, Synergy_Loewe=-9.74, Synergy_HSA=-3.44. (3) Drug 1: C1=CC(=CC=C1CCCC(=O)O)N(CCCl)CCCl. Drug 2: C1CN(P(=O)(OC1)NCCCl)CCCl. Cell line: UACC62. Synergy scores: CSS=7.09, Synergy_ZIP=-5.19, Synergy_Bliss=-11.5, Synergy_Loewe=-21.0, Synergy_HSA=-11.3. (4) Drug 1: C1=CC(=C2C(=C1NCCNCCO)C(=O)C3=C(C=CC(=C3C2=O)O)O)NCCNCCO. Drug 2: C1CN(P(=O)(OC1)NCCCl)CCCl. Cell line: HCT116. Synergy scores: CSS=32.1, Synergy_ZIP=-4.65, Synergy_Bliss=-7.85, Synergy_Loewe=-50.8, Synergy_HSA=-7.80. (5) Drug 1: C(=O)(N)NO. Drug 2: C1=NNC2=C1C(=O)NC=N2. Cell line: A498. Synergy scores: CSS=6.20, Synergy_ZIP=-1.70, Synergy_Bliss=-0.230, Synergy_Loewe=1.13, Synergy_HSA=-0.167.